From a dataset of Reaction yield outcomes from USPTO patents with 853,638 reactions. Predict the reaction yield, written as a fraction of the theoretical maximum amount of product (1.0 means a 100% yield; for example, 0.34 means a 34% yield). (1) The reactants are [NH2:1][CH2:2]C1C=NC=CC=1.Cl.[O:10]1[CH:14]=[CH:13][N:12]=[C:11]1NC.[F:17][C:18]1[CH:39]=[CH:38][C:21]([CH2:22][N:23]2[C:27](=[O:28])[N:26]([C:29]3[S:33][C:32]([C:34]([OH:36])=O)=[C:31]([CH3:37])[CH:30]=3)[CH:25]=[N:24]2)=[CH:20][CH:19]=1. No catalyst specified. The product is [F:17][C:18]1[CH:39]=[CH:38][C:21]([CH2:22][N:23]2[C:27](=[O:28])[N:26]([C:29]3[S:33][C:32]([C:34]([NH:1][CH2:2][C:11]4[O:10][CH:14]=[CH:13][N:12]=4)=[O:36])=[C:31]([CH3:37])[CH:30]=3)[CH:25]=[N:24]2)=[CH:20][CH:19]=1. The yield is 0.500. (2) The reactants are [C:1]([OH:10])(=[O:9])/[CH:2]=[CH:3]\[CH:4]=[CH:5]\[C:6]([OH:8])=[O:7].II. The catalyst is C(O)CC. The product is [C:1]([OH:10])(=[O:9])/[CH:2]=[CH:3]/[CH:4]=[CH:5]/[C:6]([OH:8])=[O:7]. The yield is 0.730. (3) The reactants are [C:1]([CH2:3][C:4]1([N:19]2[CH:23]=[C:22]([C:24]3[C:25]4[CH:32]=[CH:31][N:30]([CH2:33][O:34][CH2:35][CH2:36][Si:37]([CH3:40])([CH3:39])[CH3:38])[C:26]=4[N:27]=[CH:28][N:29]=3)[CH:21]=[N:20]2)[CH2:7][N:6]([C:8]2[CH:17]=[CH:16][C:11]([C:12]([O:14]C)=[O:13])=[C:10]([F:18])[CH:9]=2)[CH2:5]1)#[N:2].[OH-].[Li+].Cl. The catalyst is O1CCCC1.O. The product is [C:1]([CH2:3][C:4]1([N:19]2[CH:23]=[C:22]([C:24]3[C:25]4[CH:32]=[CH:31][N:30]([CH2:33][O:34][CH2:35][CH2:36][Si:37]([CH3:38])([CH3:40])[CH3:39])[C:26]=4[N:27]=[CH:28][N:29]=3)[CH:21]=[N:20]2)[CH2:5][N:6]([C:8]2[CH:17]=[CH:16][C:11]([C:12]([OH:14])=[O:13])=[C:10]([F:18])[CH:9]=2)[CH2:7]1)#[N:2]. The yield is 0.771. (4) The reactants are [Br:1][C:2]1[CH:3]=[C:4]([CH:8]=[CH:9][C:10]=1[F:11])[C:5]([OH:7])=[O:6].[Si](C=[N+]=[N-])(C)(C)[CH3:13].CCOCC. The catalyst is C1COCC1.CO. The product is [CH3:13][O:6][C:5](=[O:7])[C:4]1[CH:8]=[CH:9][C:10]([F:11])=[C:2]([Br:1])[CH:3]=1. The yield is 1.00. (5) The reactants are Cl[C:2]1[CH:7]=[CH:6][C:5]([CH3:8])=[CH:4][N:3]=1.C([O-])([O-])=O.[K+].[K+].[CH2:15]([SH:22])[C:16]1[CH:21]=[CH:20][CH:19]=[CH:18][CH:17]=1. The catalyst is CS(C)=O. The product is [CH2:15]([S:22][C:2]1[CH:7]=[CH:6][C:5]([CH3:8])=[CH:4][N:3]=1)[C:16]1[CH:21]=[CH:20][CH:19]=[CH:18][CH:17]=1. The yield is 0.690. (6) The reactants are [CH3:1][C:2]1[C:3]([C:8]2[CH:13]=[CH:12][C:11]([CH2:14][OH:15])=[CH:10][CH:9]=2)=[N:4][CH:5]=[CH:6][CH:7]=1.[Cr](O[Cr]([O-])(=O)=O)([O-])(=O)=[O:17].[NH+]1C=CC=CC=1.[NH+]1C=CC=CC=1.O. The catalyst is CN(C=O)C. The product is [CH3:1][C:2]1[C:3]([C:8]2[CH:13]=[CH:12][C:11]([C:14]([OH:17])=[O:15])=[CH:10][CH:9]=2)=[N:4][CH:5]=[CH:6][CH:7]=1. The yield is 0.250.